From a dataset of Reaction yield outcomes from USPTO patents with 853,638 reactions. Predict the reaction yield, written as a fraction of the theoretical maximum amount of product (1.0 means a 100% yield; for example, 0.34 means a 34% yield). (1) The reactants are [CH3:1][N:2]([CH3:27])[C:3]([S:5][C:6]1[CH:11]=[CH:10][C:9]([CH2:12][CH2:13][CH2:14][CH2:15][N:16]2C(=O)C3=CC=CC=C3C2=O)=[CH:8][CH:7]=1)=[O:4].CN. The catalyst is C(O)C. The product is [CH3:27][N:2]([CH3:1])[C:3]([S:5][C:6]1[CH:11]=[CH:10][C:9]([CH2:12][CH2:13][CH2:14][CH2:15][NH2:16])=[CH:8][CH:7]=1)=[O:4]. The yield is 0.420. (2) The reactants are C(N(CC)CC)C.C(O)=O.[CH2:11]1[CH2:14][CH:13]([CH2:15][N:16]2[C@@H:26]3[CH2:27][C:28]4[CH:33]=[CH:32][C:31]([OH:34])=[C:30]5[O:35][C@H:20]6[C:21]([CH2:23][CH2:24][C@:25]3([OH:36])[C@:19]6([C:29]=45)[CH2:18][CH2:17]2)=[O:22])[CH2:12]1. The catalyst is C(#N)C.CC1C=CC(C(C)C)=CC=1.CC1C=CC(C(C)C)=CC=1.Cl[Ru]Cl.Cl[Ru]Cl. The product is [CH:33]1[C:28]2[CH2:27][C@H:26]3[N:16]([CH2:15][CH:13]4[CH2:14][CH2:11][CH2:12]4)[CH2:17][CH2:18][C@:19]45[C@H:20]([C@@H:21]([OH:22])[CH2:23][CH2:24][C@@:25]34[OH:36])[O:35][C:30]([C:29]=25)=[C:31]([OH:34])[CH:32]=1. The yield is 0.830. (3) The reactants are [CH3:1][NH2:2].C[Al](C)C.[NH2:7][S:8]([C:11]1[CH:16]=[CH:15][C:14]([N:17]2[C:21]([CH3:22])=[CH:20][C:19]([C:23]([O:25]CC)=O)=[N:18]2)=[CH:13][CH:12]=1)(=[O:10])=[O:9]. The catalyst is C1COCC1.[Cl-].[NH4+]. The product is [NH2:7][S:8]([C:11]1[CH:16]=[CH:15][C:14]([N:17]2[C:21]([CH3:22])=[CH:20][C:19]([C:23]([NH:2][CH3:1])=[O:25])=[N:18]2)=[CH:13][CH:12]=1)(=[O:10])=[O:9]. The yield is 0.460.